This data is from Full USPTO retrosynthesis dataset with 1.9M reactions from patents (1976-2016). The task is: Predict the reactants needed to synthesize the given product. (1) Given the product [Br:20][C:21]1[CH:22]=[C:23]([C:5]2[CH:6]=[CH:7][C:8]3[C:9]4[C:14]([C:15]5[C:16]=3[C:4]=2[CH:3]=[CH:2][CH:1]=5)=[CH:13][CH:12]=[CH:11][CH:10]=4)[CH:24]=[CH:25][CH:26]=1, predict the reactants needed to synthesize it. The reactants are: [CH:1]1[C:15]2=[C:16]3[C:8]([C:9]4[C:14]2=[CH:13][CH:12]=[CH:11][CH:10]=4)=[CH:7][CH:6]=[CH:5][C:4]3=[C:3](B(O)O)[CH:2]=1.[Br:20][C:21]1[CH:22]=[C:23](I)[CH:24]=[CH:25][CH:26]=1.C1(C)C=CC=CC=1.C(=O)([O-])[O-].[Na+].[Na+]. (2) Given the product [C:1]([NH:4][C:5]1[CH:10]=[C:9]([C:11]2[O:12][C:13]([C:19]3[CH:24]=[CH:23][CH:22]=[CH:21][C:20]=3[Cl:25])=[C:14]([C:16]([NH2:28])=[O:17])[N:15]=2)[C:8]([CH3:26])=[CH:7][N:6]=1)(=[O:3])[CH3:2], predict the reactants needed to synthesize it. The reactants are: [C:1]([NH:4][C:5]1[CH:10]=[C:9]([C:11]2[O:12][C:13]([C:19]3[CH:24]=[CH:23][CH:22]=[CH:21][C:20]=3[Cl:25])=[C:14]([C:16](O)=[O:17])[N:15]=2)[C:8]([CH3:26])=[CH:7][N:6]=1)(=[O:3])[CH3:2].C[N:28](C(ON1N=NC2C=CC=CC1=2)=[N+](C)C)C.[B-](F)(F)(F)F.N.